From a dataset of Reaction yield outcomes from USPTO patents with 853,638 reactions. Predict the reaction yield, written as a fraction of the theoretical maximum amount of product (1.0 means a 100% yield; for example, 0.34 means a 34% yield). (1) The reactants are CCC(=O)CC(=O)CC.[CH3:10][CH:11]([C:13](=[O:20])[CH2:14][C:15](=[O:19])[CH:16]([CH3:18])[CH3:17])[CH3:12]. No catalyst specified. The product is [CH3:18][CH:16]([CH:15]([OH:19])[CH2:14][CH:13]([OH:20])[CH:11]([CH3:12])[CH3:10])[CH3:17]. The yield is 0.900. (2) The reactants are OC(C(F)(F)F)=O.[NH:8]1[CH:12]=[CH:11][N:10]=[C:9]1[CH2:13][N:14]([CH3:25])[CH:15]1[C:24]2[N:23]=[CH:22][CH:21]=[CH:20][C:19]=2[CH2:18][CH2:17][CH2:16]1.Br[CH2:27][CH2:28][C:29]#[N:30].C([O-])([O-])=O.[K+].[K+]. The catalyst is CN(C=O)C.CCOC(C)=O. The product is [CH3:25][N:14]([CH2:13][C:9]1[N:8]([CH2:27][CH2:28][C:29]#[N:30])[CH:12]=[CH:11][N:10]=1)[CH:15]1[C:24]2[N:23]=[CH:22][CH:21]=[CH:20][C:19]=2[CH2:18][CH2:17][CH2:16]1. The yield is 0.710. (3) The reactants are [N+:1]([C:4]1[CH:9]=[CH:8][C:7]([C:10]2[S:11][C:12]([C:15]([O:17][CH2:18][CH3:19])=[O:16])=[CH:13][N:14]=2)=[CH:6][CH:5]=1)([O-])=O.C([O-])=O.[NH4+]. The catalyst is [Pd].CO. The product is [NH2:1][C:4]1[CH:5]=[CH:6][C:7]([C:10]2[S:11][C:12]([C:15]([O:17][CH2:18][CH3:19])=[O:16])=[CH:13][N:14]=2)=[CH:8][CH:9]=1. The yield is 0.750. (4) The reactants are [CH:1]1[N:6]=[C:5](Cl)[C:4]2[N:8]=[CH:9][N:10]([C@@H:11]3[O:15][C@H:14]([CH2:16][OH:17])[C@@H:13]([OH:18])[C@H:12]3[OH:19])[C:3]=2[N:2]=1.C([N:22]([CH2:25][CH3:26])CC)C. The catalyst is C(O)C. The product is [CH2:25]([NH:22][C:5]1[C:4]2[N:8]=[CH:9][N:10]([C:3]=2[N:2]=[CH:1][N:6]=1)[C@@H:11]1[O:15][C@H:14]([CH2:16][OH:17])[C@@H:13]([OH:18])[C@H:12]1[OH:19])[C:26]1[CH:16]=[CH:14][CH:13]=[CH:12][CH:11]=1. The yield is 0.860. (5) The catalyst is ClCCl. The yield is 0.400. The product is [CH3:4][NH:6][C:38](=[O:39])[CH2:37][O:36][C:35]1[CH:41]=[CH:42][CH:43]=[C:33]([CH2:32][N:13]2[C:14]3[C:19](=[CH:18][CH:17]=[CH:16][CH:15]=3)[C:20]3([CH2:24][O:23][C:22]4[CH:25]=[C:26]5[C:30](=[CH:31][C:21]3=4)[CH2:29][CH2:28][O:27]5)[C:12]2=[O:11])[CH:34]=1. The reactants are Cl.CN.[CH2:4]([N:6](CC)CC)C.[O:11]=[C:12]1[C:20]2([CH2:24][O:23][C:22]3[CH:25]=[C:26]4[C:30](=[CH:31][C:21]2=3)[CH2:29][CH2:28][O:27]4)[C:19]2[C:14](=[CH:15][CH:16]=[CH:17][CH:18]=2)[N:13]1[CH2:32][C:33]1[CH:34]=[C:35]([CH:41]=[CH:42][CH:43]=1)[O:36][CH2:37][C:38](Cl)=[O:39].